Dataset: CYP3A4 inhibition data for predicting drug metabolism from PubChem BioAssay. Task: Regression/Classification. Given a drug SMILES string, predict its absorption, distribution, metabolism, or excretion properties. Task type varies by dataset: regression for continuous measurements (e.g., permeability, clearance, half-life) or binary classification for categorical outcomes (e.g., BBB penetration, CYP inhibition). Dataset: cyp3a4_veith. (1) The compound is Cc1noc(C)c1C(=O)N1CCC2(CCN(C(=O)NC(C)C)CC2)CC1. The result is 0 (non-inhibitor). (2) The molecule is CC1(C)CC(O)CC(C)(C)N1CC(O)COCCOc1ccc(Br)cc1. The result is 0 (non-inhibitor).